This data is from Reaction yield outcomes from USPTO patents with 853,638 reactions. The task is: Predict the reaction yield, written as a fraction of the theoretical maximum amount of product (1.0 means a 100% yield; for example, 0.34 means a 34% yield). The reactants are [CH3:1][C@H:2]1[NH:7][C@H:6]([CH3:8])[CH2:5][N:4]([C:9]([O:11][CH2:12][C:13]2[CH:18]=[CH:17][CH:16]=[CH:15][CH:14]=2)=[O:10])[CH2:3]1.C(N(C(C)C)CC)(C)C.[C:28]([C:32]1[CH:37]=[CH:36][C:35]([S:38](Cl)(=[O:40])=[O:39])=[CH:34][CH:33]=1)([CH3:31])([CH3:30])[CH3:29]. The catalyst is ClCCl. The product is [C:28]([C:32]1[CH:37]=[CH:36][C:35]([S:38]([N:7]2[C@@H:2]([CH3:1])[CH2:3][N:4]([C:9]([O:11][CH2:12][C:13]3[CH:18]=[CH:17][CH:16]=[CH:15][CH:14]=3)=[O:10])[CH2:5][C@@H:6]2[CH3:8])(=[O:40])=[O:39])=[CH:34][CH:33]=1)([CH3:31])([CH3:29])[CH3:30]. The yield is 0.420.